Dataset: Forward reaction prediction with 1.9M reactions from USPTO patents (1976-2016). Task: Predict the product of the given reaction. Given the reactants [C:1]([O:5][C:6]([N:8]1[CH2:13][CH2:12][CH:11]([O:14][C:15]2[CH:20]=[CH:19][C:18]([N+:21]([O-:23])=[O:22])=[CH:17][C:16]=2[C:24]([OH:26])=O)[CH2:10][CH2:9]1)=[O:7])([CH3:4])([CH3:3])[CH3:2].ClC(OCC(C)C)=O.[CH2:35]([N:37](CC)CC)C.CN, predict the reaction product. The product is: [C:1]([O:5][C:6]([N:8]1[CH2:13][CH2:12][CH:11]([O:14][C:15]2[CH:20]=[CH:19][C:18]([N+:21]([O-:23])=[O:22])=[CH:17][C:16]=2[C:24](=[O:26])[NH:37][CH3:35])[CH2:10][CH2:9]1)=[O:7])([CH3:3])([CH3:2])[CH3:4].